The task is: Predict the product of the given reaction.. This data is from Forward reaction prediction with 1.9M reactions from USPTO patents (1976-2016). (1) Given the reactants [C:1]([NH:4][CH2:5][C@H:6]1[CH2:11][CH2:10][C@H:9]([CH2:12][C:13]([O:15][CH2:16][CH3:17])=[O:14])[CH2:8][CH2:7]1)(=O)[CH3:2].[BH4-].[Na+].C(O)(=O)C.O, predict the reaction product. The product is: [CH2:1]([NH:4][CH2:5][C@H:6]1[CH2:11][CH2:10][C@H:9]([CH2:12][C:13]([O:15][CH2:16][CH3:17])=[O:14])[CH2:8][CH2:7]1)[CH3:2]. (2) Given the reactants [C:1]([C:3]1([NH:6][C:7]([C@@H:9]2[CH2:13][C@@H:12]([S:14]([C:17]3[CH:22]=[CH:21][C:20](F)=[CH:19][C:18]=3[C:24]([F:27])([F:26])[F:25])(=[O:16])=[O:15])[CH2:11][C@H:10]2[C:28]([N:30]2[CH2:33][C:32]([F:35])([F:34])[CH2:31]2)=[O:29])=[O:8])[CH2:5][CH2:4]1)#[N:2].[NH:36]1[CH:40]=[CH:39][CH:38]=[N:37]1, predict the reaction product. The product is: [C:1]([C:3]1([NH:6][C:7]([CH:9]2[CH2:13][CH:12]([S:14]([C:17]3[CH:22]=[CH:21][C:20]([N:36]4[CH:40]=[CH:39][CH:38]=[N:37]4)=[CH:19][C:18]=3[C:24]([F:26])([F:27])[F:25])(=[O:16])=[O:15])[CH2:11][CH:10]2[C:28]([N:30]2[CH2:33][C:32]([F:34])([F:35])[CH2:31]2)=[O:29])=[O:8])[CH2:4][CH2:5]1)#[N:2].